Dataset: Catalyst prediction with 721,799 reactions and 888 catalyst types from USPTO. Task: Predict which catalyst facilitates the given reaction. Reactant: [F:1][C:2]1[CH:7]=[C:6]([C:8]2[CH:13]=[CH:12][C:11]([CH2:14][NH2:15])=[CH:10][N:9]=2)[CH:5]=[CH:4][N:3]=1.[N:16]1[CH:21]=[CH:20][N:19]=[CH:18][C:17]=1[C:22]1[CH:30]=[CH:29][C:25]([C:26](O)=[O:27])=[CH:24][CH:23]=1.CN(C(ON1N=NC2C=CC=NC1=2)=[N+](C)C)C.F[P-](F)(F)(F)(F)F.C(N(CC)C(C)C)(C)C. Product: [F:1][C:2]1[CH:7]=[C:6]([C:8]2[CH:13]=[CH:12][C:11]([CH2:14][NH:15][C:26](=[O:27])[C:25]3[CH:24]=[CH:23][C:22]([C:17]4[CH:18]=[N:19][CH:20]=[CH:21][N:16]=4)=[CH:30][CH:29]=3)=[CH:10][N:9]=2)[CH:5]=[CH:4][N:3]=1. The catalyst class is: 3.